Task: Regression/Classification. Given a drug SMILES string, predict its absorption, distribution, metabolism, or excretion properties. Task type varies by dataset: regression for continuous measurements (e.g., permeability, clearance, half-life) or binary classification for categorical outcomes (e.g., BBB penetration, CYP inhibition). Dataset: cyp2d6_veith.. Dataset: CYP2D6 inhibition data for predicting drug metabolism from PubChem BioAssay (1) The molecule is O=C(N/N=C/c1ccc(Cl)cc1)Nc1ccccc1. The result is 0 (non-inhibitor). (2) The compound is O=C(c1cccc(F)c1)N1CCC[C@@]2(CCN(c3ccccn3)C2)C1. The result is 0 (non-inhibitor).